Dataset: Forward reaction prediction with 1.9M reactions from USPTO patents (1976-2016). Task: Predict the product of the given reaction. (1) Given the reactants [C:1]([O:5][C:6]([NH:8][CH2:9][C:10]([OH:12])=O)=[O:7])([CH3:4])([CH3:3])[CH3:2].C(N(CC)CC)C.F[P-](F)(F)(F)(F)F.C[NH2+]C.[Cl:30][C:31]1[CH:32]=[C:33]([CH:41]=[CH:42][C:43]=1[Cl:44])[CH2:34][N:35]1[CH2:38][CH:37]([CH2:39][NH2:40])[CH2:36]1, predict the reaction product. The product is: [C:1]([O:5][C:6](=[O:7])[NH:8][CH2:9][C:10](=[O:12])[NH:40][CH2:39][CH:37]1[CH2:38][N:35]([CH2:34][C:33]2[CH:41]=[CH:42][C:43]([Cl:44])=[C:31]([Cl:30])[CH:32]=2)[CH2:36]1)([CH3:2])([CH3:3])[CH3:4]. (2) Given the reactants O.[OH-].[Li+].[Cl:4][C:5]1[CH:10]=[CH:9][C:8]([C@@H:11]2[CH2:16][O:15][CH2:14][C@@H:13]3[CH2:17][CH2:18][CH:19](P(=O)(OCC)OCC)[C:20](=[O:21])[N:12]23)=[CH:7][CH:6]=1.[CH3:30][O:31][C:32]1[CH:33]=[C:34]([CH:37]=[CH:38][C:39]=1[N:40]1[CH:44]=[C:43]([CH3:45])[N:42]=[CH:41]1)[CH:35]=O.C(OCC)(=O)C, predict the reaction product. The product is: [Cl:4][C:5]1[CH:6]=[CH:7][C:8]([C@@H:11]2[CH2:16][O:15][CH2:14][C@@H:13]3[CH2:17][CH2:18]/[C:19](=[CH:35]\[C:34]4[CH:37]=[CH:38][C:39]([N:40]5[CH:44]=[C:43]([CH3:45])[N:42]=[CH:41]5)=[C:32]([O:31][CH3:30])[CH:33]=4)/[C:20](=[O:21])[N:12]23)=[CH:9][CH:10]=1. (3) Given the reactants [Cl:1][C:2]1[CH:3]=[C:4]([CH:14]=[CH:15][C:16]=1[Cl:17])[CH2:5][N:6]1[CH2:11][CH2:10][O:9][CH:8]([CH2:12][NH2:13])[CH2:7]1.[F:18][C:19]1[CH:24]=[CH:23][C:22]([N:25]=[C:26]=[O:27])=[CH:21][CH:20]=1, predict the reaction product. The product is: [Cl:1][C:2]1[CH:3]=[C:4]([CH:14]=[CH:15][C:16]=1[Cl:17])[CH2:5][N:6]1[CH2:11][CH2:10][O:9][CH:8]([CH2:12][NH:13][C:26]([NH:25][C:22]2[CH:23]=[CH:24][C:19]([F:18])=[CH:20][CH:21]=2)=[O:27])[CH2:7]1. (4) Given the reactants Cl.[NH2:2][OH:3].C([O-])(O)=O.[Na+].[CH:9]1[C:18]2[C:13](=[CH:14][CH:15]=[CH:16][CH:17]=2)[CH:12]=[CH:11][C:10]=1[NH:19][S:20]([C:23]1[CH:24]=[C:25]([CH:29]=[CH:30][C:31](Cl)=[O:32])[CH:26]=[CH:27][CH:28]=1)(=[O:22])=[O:21], predict the reaction product. The product is: [OH:3][NH:2][C:31](=[O:32])[CH:30]=[CH:29][C:25]1[CH:26]=[CH:27][CH:28]=[C:23]([S:20](=[O:22])(=[O:21])[NH:19][C:10]2[CH:11]=[CH:12][C:13]3[C:18](=[CH:17][CH:16]=[CH:15][CH:14]=3)[CH:9]=2)[CH:24]=1. (5) Given the reactants [CH2:1]([C:3]([CH:5]=[CH2:6])=[O:4])[CH3:2].[CH3:7][O:8][C:9]1[CH:10]=[C:11]([CH:15]2[C:20](=[O:21])[CH2:19][CH2:18][CH2:17][C:16]2=[O:22])[CH:12]=[CH:13][CH:14]=1.C(N(CC)CC)C, predict the reaction product. The product is: [CH3:7][O:8][C:9]1[CH:10]=[C:11]([C:15]2([CH2:2][CH2:1][C:3](=[O:4])[CH2:5][CH3:6])[C:20](=[O:21])[CH2:19][CH2:18][CH2:17][C:16]2=[O:22])[CH:12]=[CH:13][CH:14]=1. (6) Given the reactants [Br:1][C:2]1[CH:3]=[CH:4][C:5]2[O:10][CH2:9][C:8](=O)[NH:7][C:6]=2[C:12]=1[CH3:13].B.C1COCC1, predict the reaction product. The product is: [Br:1][C:2]1[CH:3]=[CH:4][C:5]2[O:10][CH2:9][CH2:8][NH:7][C:6]=2[C:12]=1[CH3:13]. (7) Given the reactants Cl.[Cl:2][C:3]1[CH:22]=[CH:21][C:6]2[N:7]([CH2:17][CH2:18][CH2:19][NH2:20])[C:8]3[CH:15]=[CH:14][C:13]([Cl:16])=[CH:12][C:9]=3[CH2:10][CH2:11][C:5]=2[CH:4]=1.C(N(CC)CC)C.[Cl:30][C:31]1[CH:36]=[CH:35][C:34]([S:37](Cl)(=[O:39])=[O:38])=[CH:33][CH:32]=1, predict the reaction product. The product is: [Cl:30][C:31]1[CH:36]=[CH:35][C:34]([S:37]([NH:20][CH2:19][CH2:18][CH2:17][N:7]2[C:8]3[CH:15]=[CH:14][C:13]([Cl:16])=[CH:12][C:9]=3[CH2:10][CH2:11][C:5]3[CH:4]=[C:3]([Cl:2])[CH:22]=[CH:21][C:6]2=3)(=[O:39])=[O:38])=[CH:33][CH:32]=1. (8) The product is: [Cl:43][C:40]1[CH:39]=[CH:38][C:37]([C:29]2[S:28][C:27]3[C:25](=[O:24])[N:1]([CH2:2][C:3]4[N:8]=[C:7]([O:9][CH:10]5[CH2:11][CH2:12][N:13]([C:16]([O:18][C:19]([CH3:22])([CH3:21])[CH3:20])=[O:17])[CH2:14][CH2:15]5)[CH:6]=[CH:5][CH:4]=4)[CH:33]=[N:32][C:31]=3[CH:30]=2)=[CH:42][CH:41]=1. Given the reactants [NH2:1][CH2:2][C:3]1[N:8]=[C:7]([O:9][CH:10]2[CH2:15][CH2:14][N:13]([C:16]([O:18][C:19]([CH3:22])([CH3:21])[CH3:20])=[O:17])[CH2:12][CH2:11]2)[CH:6]=[CH:5][CH:4]=1.C[O:24][C:25]([C:27]1[S:28][C:29]([C:37]2[CH:42]=[CH:41][C:40]([Cl:43])=[CH:39][CH:38]=2)=[CH:30][C:31]=1[N:32]=[CH:33]N(C)C)=O, predict the reaction product.